Dataset: Catalyst prediction with 721,799 reactions and 888 catalyst types from USPTO. Task: Predict which catalyst facilitates the given reaction. (1) Product: [CH3:14][C:13]1[O:12][C:11]([C:15]2[CH:20]=[CH:19][CH:18]=[CH:17][CH:16]=2)=[N:10][C:9]=1[CH2:8][O:7][C:6]1[CH:21]=[CH:22][C:3]([CH2:2][O:23][C:24]2[CH:25]=[CH:26][C:27]([CH2:30][C:31]([O:33][CH3:34])=[O:32])=[CH:28][CH:29]=2)=[CH:4][CH:5]=1. Reactant: Cl[CH2:2][C:3]1[CH:22]=[CH:21][C:6]([O:7][CH2:8][C:9]2[N:10]=[C:11]([C:15]3[CH:20]=[CH:19][CH:18]=[CH:17][CH:16]=3)[O:12][C:13]=2[CH3:14])=[CH:5][CH:4]=1.[OH:23][C:24]1[CH:29]=[CH:28][C:27]([CH2:30][C:31]([O:33][CH3:34])=[O:32])=[CH:26][CH:25]=1.C(=O)([O-])[O-].[K+].[K+].CN(C)C=O. The catalyst class is: 6. (2) Reactant: [C:1]([O:5][C:6](=[O:22])[CH2:7][N:8]=C(C1C=CC=CC=1)C1C=CC=CC=1)([CH3:4])([CH3:3])[CH3:2].C[Si](C)(C)N[Si](C)(C)C.[Li].Br[CH2:34][C:35]1[CH:36]=[CH:37][C:38]([NH:41][C:42](=[O:48])[O:43][C:44]([CH3:47])([CH3:46])[CH3:45])=[N:39][CH:40]=1. Product: [NH2:8][CH:7]([CH2:34][C:35]1[CH:40]=[N:39][C:38]([NH:41][C:42]([O:43][C:44]([CH3:47])([CH3:46])[CH3:45])=[O:48])=[CH:37][CH:36]=1)[C:6]([O:5][C:1]([CH3:4])([CH3:3])[CH3:2])=[O:22]. The catalyst class is: 1. (3) Reactant: Cl[CH2:2][C:3]1[CH:12]=[CH:11][C:10]2[C:5](=[CH:6][CH:7]=[CH:8][CH:9]=2)[N:4]=1.[I-].[K+].C(=O)([O-])[O-].[K+].[K+].[CH3:21][CH:22]1[CH2:25][C:24]([C:32]2[CH:37]=[C:36]([OH:38])[CH:35]=[CH:34][C:33]=2[OH:39])([C:26]2[CH:31]=[CH:30][CH:29]=[CH:28][CH:27]=2)[CH2:23]1.Cl. Product: [CH3:21][CH:22]1[CH2:23][C:24]([C:32]2[CH:37]=[C:36]([O:38][CH2:2][C:3]3[CH:12]=[CH:11][C:10]4[C:5](=[CH:6][CH:7]=[CH:8][CH:9]=4)[N:4]=3)[CH:35]=[CH:34][C:33]=2[OH:39])([C:26]2[CH:27]=[CH:28][CH:29]=[CH:30][CH:31]=2)[CH2:25]1. The catalyst class is: 18. (4) Reactant: Br[C:2]1[CH:9]=[CH:8][CH:7]=[CH:6][C:3]=1[CH2:4][OH:5].[CH:10]([C:13]1[CH:18]=[CH:17][C:16](B(O)O)=[CH:15][CH:14]=1)([CH3:12])[CH3:11].[O-]P([O-])([O-])=O.[K+].[K+].[K+]. Product: [CH:10]([C:13]1[CH:18]=[CH:17][C:16]([C:2]2[CH:9]=[CH:8][CH:7]=[CH:6][C:3]=2[CH2:4][OH:5])=[CH:15][CH:14]=1)([CH3:12])[CH3:11]. The catalyst class is: 233. (5) Reactant: [NH2:1][C:2]1[N:7]=[CH:6][C:5]([C:8]2[C:9]([CH3:26])=[N:10][N:11]([CH:13]3[CH2:18][CH2:17][N:16](C(OC(C)(C)C)=O)[CH2:15][CH2:14]3)[CH:12]=2)=[CH:4][C:3]=1[O:27][C@@H:28]([C:30]1[CH:35]=[C:34]([F:36])[CH:33]=[CH:32][C:31]=1[N:37]1[N:41]=[CH:40][CH:39]=[N:38]1)[CH3:29].Cl. Product: [F:36][C:34]1[CH:33]=[CH:32][C:31]([N:37]2[N:38]=[CH:39][CH:40]=[N:41]2)=[C:30]([C@H:28]([O:27][C:3]2[C:2]([NH2:1])=[N:7][CH:6]=[C:5]([C:8]3[C:9]([CH3:26])=[N:10][N:11]([CH:13]4[CH2:14][CH2:15][NH:16][CH2:17][CH2:18]4)[CH:12]=3)[CH:4]=2)[CH3:29])[CH:35]=1. The catalyst class is: 5. (6) Reactant: [C:1]([N:8]1[C:16]2[C:11](=[CH:12][C:13]([CH2:20]Br)=[CH:14][C:15]=2[N+:17]([O-:19])=[O:18])[C:10]([Br:22])=[C:9]1[C:23]1[CH:28]=[CH:27][CH:26]=[CH:25][CH:24]=1)([O:3][C:4]([CH3:7])([CH3:6])[CH3:5])=[O:2].CCN(CC)CC.[O:36]=[C:37]1[CH2:42][NH:41][CH2:40][CH2:39][NH:38]1.[NH4+].[Cl-]. Product: [C:1]([N:8]1[C:16]2[C:11](=[CH:12][C:13]([CH2:20][N:41]3[CH2:40][CH2:39][NH:38][C:37](=[O:36])[CH2:42]3)=[CH:14][C:15]=2[N+:17]([O-:19])=[O:18])[C:10]([Br:22])=[C:9]1[C:23]1[CH:28]=[CH:27][CH:26]=[CH:25][CH:24]=1)([O:3][C:4]([CH3:5])([CH3:6])[CH3:7])=[O:2]. The catalyst class is: 2. (7) Reactant: [CH3:1][C:2]1[S:3][C:4]([C:10]2[CH:15]=[CH:14][CH:13]=[CH:12][CH:11]=2)=[C:5]([C:7]([OH:9])=O)[N:6]=1.CCN(C(C)C)C(C)C.CN(C(ON1N=NC2C=CC=CC1=2)=[N+](C)C)C.[B-](F)(F)(F)F.[Br:47][C:48]1[C:49]([CH3:65])=[C:50]([CH3:64])[C:51]2[N:52]([CH:54]=[C:55]([CH2:57][C@@H:58]3[CH2:63][CH2:62][CH2:61][CH2:60][NH:59]3)[N:56]=2)[CH:53]=1. Product: [Br:47][C:48]1[C:49]([CH3:65])=[C:50]([CH3:64])[C:51]2[N:52]([CH:54]=[C:55]([CH2:57][C@@H:58]3[CH2:63][CH2:62][CH2:61][CH2:60][N:59]3[C:7]([C:5]3[N:6]=[C:2]([CH3:1])[S:3][C:4]=3[C:10]3[CH:15]=[CH:14][CH:13]=[CH:12][CH:11]=3)=[O:9])[N:56]=2)[CH:53]=1. The catalyst class is: 163. (8) Reactant: [CH3:1][C:2]([C:4]1[CH:9]=[CH:8][CH:7]=[C:6]([N+:10]([O-:12])=[O:11])[CH:5]=1)=O.O.[NH2:14][NH2:15]. Product: [N+:10]([C:6]1[CH:5]=[C:4]([C:2](=[N:14][NH2:15])[CH3:1])[CH:9]=[CH:8][CH:7]=1)([O-:12])=[O:11]. The catalyst class is: 6. (9) Reactant: ClC(Cl)(O[C:5](=[O:11])OC(Cl)(Cl)Cl)Cl.[CH:13]([N:16]1[C:20]2[N:21]=[C:22]([C:31]3[CH:36]=[CH:35][C:34]([NH2:37])=[CH:33][CH:32]=3)[N:23]=[C:24]([N:25]3[CH2:30][CH2:29][O:28][CH2:27][CH2:26]3)[C:19]=2[N:18]=[N:17]1)([CH3:15])[CH3:14].[NH2:38][CH2:39][CH:40]1[CH2:44][CH2:43][CH2:42][N:41]1[CH2:45][CH3:46].CCN(CC)CC. Product: [CH2:45]([N:41]1[CH2:42][CH2:43][CH2:44][CH:40]1[CH2:39][NH:38][C:5]([NH:37][C:34]1[CH:33]=[CH:32][C:31]([C:22]2[N:23]=[C:24]([N:25]3[CH2:30][CH2:29][O:28][CH2:27][CH2:26]3)[C:19]3[N:18]=[N:17][N:16]([CH:13]([CH3:15])[CH3:14])[C:20]=3[N:21]=2)=[CH:36][CH:35]=1)=[O:11])[CH3:46]. The catalyst class is: 2. (10) Reactant: Cl[C:2]1[N:7]=[C:6]([C:8]2([C:12]3[C:21]4[C:16](=[CH:17][CH:18]=[C:19]([OH:22])[CH:20]=4)[CH2:15][CH2:14][N:13]=3)[CH2:11][CH2:10][CH2:9]2)[CH:5]=[CH:4][CH:3]=1. Product: [N:7]1[CH:2]=[CH:3][CH:4]=[CH:5][C:6]=1[C:8]1([CH:12]2[C:21]3[C:16](=[CH:17][CH:18]=[C:19]([OH:22])[CH:20]=3)[CH2:15][CH2:14][NH:13]2)[CH2:9][CH2:10][CH2:11]1. The catalyst class is: 19.